Dataset: NCI-60 drug combinations with 297,098 pairs across 59 cell lines. Task: Regression. Given two drug SMILES strings and cell line genomic features, predict the synergy score measuring deviation from expected non-interaction effect. (1) Drug 1: C1=CC(=CC=C1C#N)C(C2=CC=C(C=C2)C#N)N3C=NC=N3. Drug 2: CCC1=C2CN3C(=CC4=C(C3=O)COC(=O)C4(CC)O)C2=NC5=C1C=C(C=C5)O. Cell line: A549. Synergy scores: CSS=13.2, Synergy_ZIP=0.399, Synergy_Bliss=4.80, Synergy_Loewe=-47.2, Synergy_HSA=-2.29. (2) Drug 1: C1=NC2=C(N1)C(=S)N=C(N2)N. Drug 2: C#CCC(CC1=CN=C2C(=N1)C(=NC(=N2)N)N)C3=CC=C(C=C3)C(=O)NC(CCC(=O)O)C(=O)O. Cell line: MALME-3M. Synergy scores: CSS=12.8, Synergy_ZIP=-8.51, Synergy_Bliss=-2.12, Synergy_Loewe=-3.22, Synergy_HSA=-2.97. (3) Drug 1: CC(CN1CC(=O)NC(=O)C1)N2CC(=O)NC(=O)C2. Drug 2: CN(C)N=NC1=C(NC=N1)C(=O)N. Cell line: HOP-92. Synergy scores: CSS=19.7, Synergy_ZIP=-4.51, Synergy_Bliss=-0.315, Synergy_Loewe=-3.25, Synergy_HSA=0.514. (4) Drug 1: CC12CCC3C(C1CCC2=O)CC(=C)C4=CC(=O)C=CC34C. Drug 2: CCC(=C(C1=CC=CC=C1)C2=CC=C(C=C2)OCCN(C)C)C3=CC=CC=C3.C(C(=O)O)C(CC(=O)O)(C(=O)O)O. Cell line: U251. Synergy scores: CSS=50.2, Synergy_ZIP=-0.659, Synergy_Bliss=-0.228, Synergy_Loewe=-0.289, Synergy_HSA=-0.295.